Predict the reactants needed to synthesize the given product. From a dataset of Full USPTO retrosynthesis dataset with 1.9M reactions from patents (1976-2016). (1) The reactants are: O1CCC[CH2:2]1.[C:6]([O:10][C:11]([N:13]([CH2:20][C:21]([O:23][CH2:24][C:25]1[CH:30]=[CH:29][CH:28]=[CH:27][CH:26]=1)=[O:22])[CH2:14][CH2:15][O:16][CH2:17][CH2:18][OH:19])=[O:12])([CH3:9])([CH3:8])[CH3:7].[H-].[Na+].IC. Given the product [C:6]([O:10][C:11]([N:13]([CH2:20][C:21]([O:23][CH2:24][C:25]1[CH:30]=[CH:29][CH:28]=[CH:27][CH:26]=1)=[O:22])[CH2:14][CH2:15][O:16][CH2:17][CH2:18][O:19][CH3:2])=[O:12])([CH3:9])([CH3:7])[CH3:8], predict the reactants needed to synthesize it. (2) Given the product [CH3:29][O:28][C:3]1[CH:4]=[C:5]([C:8]([N:10]2[CH2:11][CH2:12][C:13]3([O:20][C:19]4[CH:21]=[CH:22][CH:23]=[CH:24][C:18]=4[N:17]4[CH:25]=[CH:26][CH:27]=[C:16]34)[CH2:14][CH2:15]2)=[O:9])[CH:6]=[CH:7][C:2]=1[O:1][CH2:39][C:40]([O:42][CH3:43])=[O:41], predict the reactants needed to synthesize it. The reactants are: [OH:1][C:2]1[CH:7]=[CH:6][C:5]([C:8]([N:10]2[CH2:15][CH2:14][C:13]3([O:20][C:19]4[CH:21]=[CH:22][CH:23]=[CH:24][C:18]=4[N:17]4[CH:25]=[CH:26][CH:27]=[C:16]34)[CH2:12][CH2:11]2)=[O:9])=[CH:4][C:3]=1[O:28][CH3:29].[I-].[Na+].C([O-])([O-])=O.[Cs+].[Cs+].Br[CH2:39][C:40]([O:42][CH3:43])=[O:41]. (3) Given the product [NH2:26][CH2:25][CH2:24][O:23][C:17]1[CH:16]=[C:15]2[C:20]([CH:21]=[CH:22][N:13]([C:11]3[CH:12]=[C:7]([CH:8]=[CH:9][C:10]=3[CH3:35])[C:5]([NH:4][CH:1]3[CH2:3][CH2:2]3)=[O:6])[C:14]2=[O:34])=[CH:19][CH:18]=1, predict the reactants needed to synthesize it. The reactants are: [CH:1]1([NH:4][C:5]([C:7]2[CH:8]=[CH:9][C:10]([CH3:35])=[C:11]([N:13]3[CH:22]=[CH:21][C:20]4[C:15](=[CH:16][C:17]([O:23][CH2:24][CH2:25][NH:26]C(=O)OC(C)(C)C)=[CH:18][CH:19]=4)[C:14]3=[O:34])[CH:12]=2)=[O:6])[CH2:3][CH2:2]1.CO.